Dataset: Full USPTO retrosynthesis dataset with 1.9M reactions from patents (1976-2016). Task: Predict the reactants needed to synthesize the given product. (1) Given the product [NH2:1][C:4]1[CH:5]=[C:6]([CH:10]=[CH:11][C:12]=1[C:13]1[O:14][C:15]([C:18]2[CH:23]=[CH:22][C:21]([C:24]([F:27])([F:26])[F:25])=[CH:20][CH:19]=2)=[N:16][N:17]=1)[C:7]([OH:9])=[O:8], predict the reactants needed to synthesize it. The reactants are: [N+:1]([C:4]1[CH:5]=[C:6]([CH:10]=[CH:11][C:12]=1[C:13]1[O:14][C:15]([C:18]2[CH:23]=[CH:22][C:21]([C:24]([F:27])([F:26])[F:25])=[CH:20][CH:19]=2)=[N:16][N:17]=1)[C:7]([OH:9])=[O:8])([O-])=O. (2) The reactants are: [CH2:1]([S:8][CH2:9][C@H:10]([C:12]1[C:13]([CH3:24])=[N:14][O:15][C:16]=1[C:17]1[CH:22]=[CH:21][C:20](Br)=[CH:19][CH:18]=1)[OH:11])[C:2]1[CH:7]=[CH:6][CH:5]=[CH:4][CH:3]=1.[CH2:25]([O:27][C:28](=[O:45])[CH2:29][C:30]1[CH:35]=[CH:34][C:33](B2OC(C)(C)C(C)(C)O2)=[CH:32][CH:31]=1)[CH3:26]. Given the product [CH2:25]([O:27][C:28](=[O:45])[CH2:29][C:30]1[CH:35]=[CH:34][C:33]([C:20]2[CH:21]=[CH:22][C:17]([C:16]3[O:15][N:14]=[C:13]([CH3:24])[C:12]=3[C@H:10]([OH:11])[CH2:9][S:8][CH2:1][C:2]3[CH:7]=[CH:6][CH:5]=[CH:4][CH:3]=3)=[CH:18][CH:19]=2)=[CH:32][CH:31]=1)[CH3:26], predict the reactants needed to synthesize it. (3) Given the product [O:61]=[S:2]1(=[O:1])[CH2:3][CH2:4][N:5]([C:8]([CH3:60])([CH3:59])[CH2:9][NH:10][CH2:11][C@:12]23[CH2:55][CH2:54][C@@H:53]([C:56]([CH3:58])=[CH2:57])[C@@H:13]2[C@@H:14]2[C@@:27]([CH3:30])([CH2:28][CH2:29]3)[C@@:26]3([CH3:31])[C@@H:17]([C@:18]4([CH3:52])[C@@H:23]([CH2:24][CH2:25]3)[C:22]([CH3:33])([CH3:32])[C:21]([C:34]3[CH2:39][CH2:38][C@@:37]([CH2:50][F:51])([C:40]([OH:42])=[O:41])[CH2:36][CH:35]=3)=[CH:20][CH2:19]4)[CH2:16][CH2:15]2)[CH2:6][CH2:7]1, predict the reactants needed to synthesize it. The reactants are: [O:1]=[S:2]1(=[O:61])[CH2:7][CH2:6][N:5]([C:8]([CH3:60])([CH3:59])[CH2:9][NH:10][CH2:11][C@:12]23[CH2:55][CH2:54][C@@H:53]([C:56]([CH3:58])=[CH2:57])[C@@H:13]2[C@@H:14]2[C@@:27]([CH3:30])([CH2:28][CH2:29]3)[C@@:26]3([CH3:31])[C@@H:17]([C@:18]4([CH3:52])[C@@H:23]([CH2:24][CH2:25]3)[C:22]([CH3:33])([CH3:32])[C:21]([C:34]3[CH2:39][CH2:38][C@@:37]([CH2:50][F:51])([C:40]([O:42]CC5C=CC=CC=5)=[O:41])[CH2:36][CH:35]=3)=[CH:20][CH2:19]4)[CH2:16][CH2:15]2)[CH2:4][CH2:3]1.[OH-].[Na+].